Dataset: HIV replication inhibition screening data with 41,000+ compounds from the AIDS Antiviral Screen. Task: Binary Classification. Given a drug SMILES string, predict its activity (active/inactive) in a high-throughput screening assay against a specified biological target. The molecule is CCc1c(O)c2c(c(O)c1C(C)=O)C(=O)c1c(cc(O)c(C(=O)O)c1C(=O)O)C2=O. The result is 0 (inactive).